Dataset: Full USPTO retrosynthesis dataset with 1.9M reactions from patents (1976-2016). Task: Predict the reactants needed to synthesize the given product. (1) Given the product [C:21]([Si:24]([CH3:26])([CH3:25])[O:19][C:16]1[CH:17]=[CH:18][C:9]2[NH:8][C:7]3[C:6]4[CH:1]=[CH:2][CH:3]=[CH:4][C:5]=4[S:14][CH2:13][CH2:12][C:11]=3[C:10]=2[CH:15]=1)([CH3:23])([CH3:22])[CH3:20], predict the reactants needed to synthesize it. The reactants are: [CH:1]1[C:6]2[C:7]3[NH:8][C:9]4[CH:18]=[CH:17][C:16]([OH:19])=[CH:15][C:10]=4[C:11]=3[CH2:12][CH2:13][S:14][C:5]=2[CH:4]=[CH:3][CH:2]=1.[CH3:20][C:21]([Si:24](Cl)([CH3:26])[CH3:25])([CH3:23])[CH3:22]. (2) Given the product [Cl:2][C:3]1[CH:11]=[C:10]([OH:12])[CH:9]=[CH:8][C:4]=1[CH2:5][OH:6], predict the reactants needed to synthesize it. The reactants are: O.[Cl:2][C:3]1[CH:11]=[C:10]([OH:12])[CH:9]=[CH:8][C:4]=1[C:5](O)=[O:6].B.O1CCCC1. (3) Given the product [CH3:19][C:20]1[CH:25]=[CH:24][CH:23]=[CH:22][C:21]=1[C:26]1[CH:31]=[CH:30][C:29]([C:6]([N:8]2[CH2:12][C:11](=[N:13][O:14][CH3:15])[CH2:10][C@H:9]2[C:16]([NH:36][C@H:37]([C:46]2[CH:51]=[CH:50][CH:49]=[CH:48][CH:47]=2)[C@@H:38]([OH:39])[C:40]2[CH:45]=[CH:44][CH:43]=[CH:42][CH:41]=2)=[O:18])=[O:7])=[C:28]([CH3:35])[CH:27]=1, predict the reactants needed to synthesize it. The reactants are: C(O[C:6]([N:8]1[CH2:12][C:11](=[N:13][O:14][CH3:15])[CH2:10][C@H:9]1[C:16]([OH:18])=O)=[O:7])(C)(C)C.[CH3:19][C:20]1[CH:25]=[CH:24][CH:23]=[CH:22][C:21]=1[C:26]1[CH:31]=[CH:30][C:29](C(O)=O)=[C:28]([CH3:35])[CH:27]=1.[NH2:36][C@H:37]([C:46]1[CH:51]=[CH:50][CH:49]=[CH:48][CH:47]=1)[C@H:38]([C:40]1[CH:45]=[CH:44][CH:43]=[CH:42][CH:41]=1)[OH:39]. (4) Given the product [C:1]([C:3]1[CH:4]=[C:5]2[C:10](=[CH:11][C:12]=1[O:13][CH2:14][CH2:15][CH2:16][C:17]([NH:63][CH:60]1[CH2:62][CH2:61]1)=[O:18])[N:9]=[CH:8][CH:7]=[C:6]2[O:20][C:21]1[CH:26]=[CH:25][C:24]([NH:27][C:28]([NH:30][C:31]2[CH:32]=[CH:33][C:34]([F:37])=[CH:35][CH:36]=2)=[O:29])=[C:23]([F:38])[CH:22]=1)#[N:2], predict the reactants needed to synthesize it. The reactants are: [C:1]([C:3]1[CH:4]=[C:5]2[C:10](=[CH:11][C:12]=1[O:13][CH2:14][CH2:15][CH2:16][C:17](O)=[O:18])[N:9]=[CH:8][CH:7]=[C:6]2[O:20][C:21]1[CH:26]=[CH:25][C:24]([NH:27][C:28]([NH:30][C:31]2[CH:36]=[CH:35][C:34]([F:37])=[CH:33][CH:32]=2)=[O:29])=[C:23]([F:38])[CH:22]=1)#[N:2].C(N=C=NCCCN(C)C)C.ON1C2C=CC=CC=2N=N1.[CH:60]1([NH2:63])[CH2:62][CH2:61]1.O.[OH-].[Na+]. (5) Given the product [CH2:27]([C:26]1[CH:25]=[C:24]([CH3:34])[NH:23][C:22](=[O:35])[C:21]=1[CH2:20][NH:19][C:11]([C:9]1[CH:10]=[C:2]([Br:1])[CH:3]=[C:4]2[C:8]=1[N:7]([CH3:14])[CH:6]=[C:5]2[CH:15]([CH3:17])[CH3:16])=[O:13])[C:28]1[CH:29]=[CH:30][CH:31]=[CH:32][CH:33]=1, predict the reactants needed to synthesize it. The reactants are: [Br:1][C:2]1[CH:3]=[C:4]2[C:8](=[C:9]([C:11]([OH:13])=O)[CH:10]=1)[N:7]([CH3:14])[CH:6]=[C:5]2[CH:15]([CH3:17])[CH3:16].Cl.[NH2:19][CH2:20][C:21]1[C:22](=[O:35])[NH:23][C:24]([CH3:34])=[CH:25][C:26]=1[CH2:27][C:28]1[CH:33]=[CH:32][CH:31]=[CH:30][CH:29]=1.ON1C2N=CC=CC=2N=N1.C(Cl)CCl.CN1CCOCC1. (6) Given the product [C:26]([NH:34][C:35]1[CH:47]=[C:46](/[CH:48]=[CH:49]/[C:2]2[CH:7]=[CH:6][C:5]([O:8][C:9]([F:12])([F:11])[F:10])=[CH:4][CH:3]=2)[CH:45]=[CH:44][C:36]=1[C:37]([O:39][C:40]([CH3:42])([CH3:43])[CH3:41])=[O:38])(=[O:33])[C:27]1[CH:28]=[CH:29][CH:30]=[CH:31][CH:32]=1, predict the reactants needed to synthesize it. The reactants are: Br[C:2]1[CH:7]=[CH:6][C:5]([O:8][C:9]([F:12])([F:11])[F:10])=[CH:4][CH:3]=1.C(N(CCCC)CCCC)CCC.[C:26]([NH:34][C:35]1[CH:47]=[C:46]([CH:48]=[CH2:49])[CH:45]=[CH:44][C:36]=1[C:37]([O:39][C:40]([CH3:43])([CH3:42])[CH3:41])=[O:38])(=[O:33])[C:27]1[CH:32]=[CH:31][CH:30]=[CH:29][CH:28]=1.C(O)(=O)CC(CC(O)=O)(C(O)=O)O. (7) Given the product [CH3:10][N:11]([CH3:19])[C:12]1[CH:13]=[C:14]([NH:18][C:2]2[CH:3]=[C:4]([NH:8][CH3:9])[N:5]=[CH:6][N:7]=2)[CH:15]=[CH:16][CH:17]=1, predict the reactants needed to synthesize it. The reactants are: Cl[C:2]1[N:7]=[CH:6][N:5]=[C:4]([NH:8][CH3:9])[CH:3]=1.[CH3:10][N:11]([CH3:19])[C:12]1[CH:17]=[CH:16][CH:15]=[C:14]([NH2:18])[CH:13]=1. (8) The reactants are: [Cl:1][C:2]1[CH:7]=[C:6]([C:8]#[C:9][Si](C)(C)C)[CH:5]=[CH:4][N:3]=1.[Cl:14][C:15]1[CH:20]=[CH:19][C:18]([N:21]2[CH:25]=[C:24](I)[N:23]=[C:22]2[CH:27]([CH3:29])[CH3:28])=[CH:17][N:16]=1. Given the product [Cl:1][C:2]1[CH:7]=[C:6]([C:8]#[C:9][C:24]2[N:23]=[C:22]([CH:27]([CH3:29])[CH3:28])[N:21]([C:18]3[CH:17]=[N:16][C:15]([Cl:14])=[CH:20][CH:19]=3)[CH:25]=2)[CH:5]=[CH:4][N:3]=1, predict the reactants needed to synthesize it. (9) Given the product [O:28]=[C:19]1[C:20]2[C:21](=[CH:24][CH:25]=[CH:26][CH:27]=2)[C:22](=[O:23])[N:18]1/[CH:16]=[CH:17]/[C:2]1[C:3]([C:12]([O:14][CH3:15])=[O:13])=[CH:4][C:5]([O:8][CH:9]([CH3:11])[CH3:10])=[N:6][CH:7]=1, predict the reactants needed to synthesize it. The reactants are: Br[C:2]1[C:3]([C:12]([O:14][CH3:15])=[O:13])=[CH:4][C:5]([O:8][CH:9]([CH3:11])[CH3:10])=[N:6][CH:7]=1.[CH:16]([N:18]1[C:22](=[O:23])[C:21]2=[CH:24][CH:25]=[CH:26][CH:27]=[C:20]2[C:19]1=[O:28])=[CH2:17].C([O-])([O-])=O.[K+].[K+]. (10) Given the product [Cl:1][C:2]1[CH:37]=[CH:36][C:5]([CH:6]([OH:7])[C:8]2[O:9][C:10]3[CH:16]=[CH:15][C:14]([CH2:17][C:18]([NH:20][C@H:21]([C:28]4[CH:33]=[CH:32][C:31]([CH3:34])=[CH:30][C:29]=4[CH3:35])[C:22]4[CH:27]=[CH:26][CH:25]=[CH:24][CH:23]=4)=[O:19])=[CH:13][C:11]=3[CH:12]=2)=[CH:4][CH:3]=1, predict the reactants needed to synthesize it. The reactants are: [Cl:1][C:2]1[CH:37]=[CH:36][C:5]([C:6]([C:8]2[O:9][C:10]3[CH:16]=[CH:15][C:14]([CH2:17][C:18]([NH:20][C@H:21]([C:28]4[CH:33]=[CH:32][C:31]([CH3:34])=[CH:30][C:29]=4[CH3:35])[C:22]4[CH:27]=[CH:26][CH:25]=[CH:24][CH:23]=4)=[O:19])=[CH:13][C:11]=3[CH:12]=2)=[O:7])=[CH:4][CH:3]=1.ClCOC(C)C.